From a dataset of NCI-60 drug combinations with 297,098 pairs across 59 cell lines. Regression. Given two drug SMILES strings and cell line genomic features, predict the synergy score measuring deviation from expected non-interaction effect. Synergy scores: CSS=3.68, Synergy_ZIP=-1.82, Synergy_Bliss=-0.105, Synergy_Loewe=0.314, Synergy_HSA=0.391. Cell line: HCC-2998. Drug 2: CC(C)(C#N)C1=CC(=CC(=C1)CN2C=NC=N2)C(C)(C)C#N. Drug 1: C1=CN(C=N1)CC(O)(P(=O)(O)O)P(=O)(O)O.